From a dataset of Full USPTO retrosynthesis dataset with 1.9M reactions from patents (1976-2016). Predict the reactants needed to synthesize the given product. (1) Given the product [F:1][C:2]1[N:7]=[C:6]([O:8][CH2:9][C:10]2[N:27]=[N:26][N:25]([CH2:24][C:23]3[CH:28]=[CH:29][CH:30]=[C:21]([C:20]([F:19])([F:32])[F:31])[CH:22]=3)[C:11]=2[I:12])[N:5]=[C:4]([C:13]2[N:14]([CH3:18])[CH:15]=[CH:16][CH:17]=2)[N:3]=1, predict the reactants needed to synthesize it. The reactants are: [F:1][C:2]1[N:7]=[C:6]([O:8][CH2:9][C:10]#[C:11][I:12])[N:5]=[C:4]([C:13]2[N:14]([CH3:18])[CH:15]=[CH:16][CH:17]=2)[N:3]=1.[F:19][C:20]([F:32])([F:31])[C:21]1[CH:22]=[C:23]([CH:28]=[CH:29][CH:30]=1)[CH2:24][N:25]=[N+:26]=[N-:27]. (2) Given the product [C:12]([NH:11][C:9]1[N:10]=[C:5]2[CH:4]=[CH:3][C:2]([C:19]([O:21][CH3:24])=[O:20])=[N:7][N:6]2[CH:8]=1)(=[O:17])[C:13]([CH3:16])([CH3:15])[CH3:14], predict the reactants needed to synthesize it. The reactants are: Cl[C:2]1[CH:3]=[CH:4][C:5]2[N:6]([CH:8]=[C:9]([NH:11][C:12](=[O:17])[C:13]([CH3:16])([CH3:15])[CH3:14])[N:10]=2)[N:7]=1.C[C:19]([O-:21])=[O:20].[K+].O1CCOC[CH2:24]1.[C]=O. (3) Given the product [F:27][C:17]1[C:18]2[C:23](=[CH:22][C:21]([CH3:25])=[CH:20][C:19]=2[F:26])[CH2:24][C:16]=1[CH:13]1[CH2:12][CH2:11][CH:10]([CH:7]2[CH2:8][CH2:9][CH:4]([CH2:1][CH2:2][CH3:3])[CH2:5][CH2:6]2)[CH2:15][CH2:14]1, predict the reactants needed to synthesize it. The reactants are: [CH2:1]([CH:4]1[CH2:9][CH2:8][CH:7]([CH:10]2[CH2:15][CH2:14][CH:13]([CH:16]3[CH2:24][C:23]4[C:18](=[C:19]([F:26])[CH:20]=[C:21]([CH3:25])[CH:22]=4)[C:17]3(F)[F:27])[CH2:12][CH2:11]2)[CH2:6][CH2:5]1)[CH2:2][CH3:3].CC([O-])(C)C.[K+]. (4) Given the product [F:1][C:2]1[C:10]([OH:11])=[CH:9][CH:8]=[C:7]([F:22])[C:3]=1[C:4]([O:6][CH3:27])=[O:5], predict the reactants needed to synthesize it. The reactants are: [F:1][C:2]1[C:10]([O:11][Si](C(C)C)(C(C)C)C(C)C)=[CH:9][CH:8]=[C:7]([F:22])[C:3]=1[C:4]([OH:6])=[O:5].O=S(Cl)Cl.[CH3:27]O. (5) The reactants are: [CH:1]([C@@H:4]1[CH2:10][NH:9][CH2:8][C:7]2[CH:11]=[CH:12][C:13]([C:15]([O:17][CH3:18])=[O:16])=[CH:14][C:6]=2[O:5]1)([CH3:3])[CH3:2].C(O)(C(F)(F)F)=O.[O:26]1[CH2:31][CH2:30][CH:29]([C:32](O)=[O:33])[CH2:28][CH2:27]1.CN(C(ON1N=NC2C=CC=NC1=2)=[N+](C)C)C.F[P-](F)(F)(F)(F)F.CCN(C(C)C)C(C)C. Given the product [CH:1]([C@@H:4]1[CH2:10][N:9]([C:32]([CH:29]2[CH2:30][CH2:31][O:26][CH2:27][CH2:28]2)=[O:33])[CH2:8][C:7]2[CH:11]=[CH:12][C:13]([C:15]([O:17][CH3:18])=[O:16])=[CH:14][C:6]=2[O:5]1)([CH3:3])[CH3:2], predict the reactants needed to synthesize it. (6) Given the product [CH2:13]([N:3]([CH2:1][CH3:2])[C:4]1[CH:12]=[CH:11][C:7]([C:8]2[S:10][CH:16]=[CH:17][N:9]=2)=[CH:6][CH:5]=1)[CH3:14], predict the reactants needed to synthesize it. The reactants are: [CH2:1]([N:3]([CH2:13][CH3:14])[C:4]1[CH:12]=[CH:11][C:7]([C:8](=[S:10])[NH2:9])=[CH:6][CH:5]=1)[CH3:2].Br[CH2:16][CH:17](OC)OC.C1(C)C=CC(S(O)(=O)=O)=CC=1. (7) Given the product [O:32]1[CH:31]=[CH:28][C:21]([C:11]2[C:10](=[O:12])[C:9]3[C:8]4[CH:13]=[CH:14][CH:15]=[CH:16][C:7]=4[CH:6]=[C:5]([O:17][CH2:18][CH2:19][CH3:20])[C:4]=3[NH:3][CH:2]=2)=[CH:33]1, predict the reactants needed to synthesize it. The reactants are: I[C:2]1[NH:3][C:4]2[C:5]([O:17][CH2:18][CH2:19][CH3:20])=[CH:6][C:7]3[CH:16]=[CH:15][CH:14]=[CH:13][C:8]=3[C:9]=2[C:10](=[O:12])[CH:11]=1.[C:21](=O)([O-])[O-].[Na+].[Na+].O.[CH2:28]([CH2:31][O:32][CH3:33])OC. (8) Given the product [NH:42]1[CH:41]=[C:40]([C:27]2[CH:26]=[C:25]([O:24][C:3]3[C:2]([Cl:1])=[CH:7][C:6]([NH:8][C:9]([N:11]4[CH2:15][CH2:14][N:13]([CH:16]5[CH2:21][CH2:20][O:19][CH2:18][CH2:17]5)[C:12]4=[O:22])=[O:10])=[C:5]([F:23])[CH:4]=3)[CH:30]=[CH:29][N:28]=2)[CH:44]=[N:43]1, predict the reactants needed to synthesize it. The reactants are: [Cl:1][C:2]1[C:3]([O:24][C:25]2[CH:30]=[CH:29][N:28]=[C:27](Cl)[CH:26]=2)=[CH:4][C:5]([F:23])=[C:6]([NH:8][C:9]([N:11]2[CH2:15][CH2:14][N:13]([CH:16]3[CH2:21][CH2:20][O:19][CH2:18][CH2:17]3)[C:12]2=[O:22])=[O:10])[CH:7]=1.CC1(C)C(C)(C)OB([C:40]2[CH:41]=[N:42][NH:43][CH:44]=2)O1.C([O-])([O-])=O.[K+].[K+]. (9) The reactants are: [Cl:1][C:2]1[CH:3]=[C:4]([N:8]([CH2:19][C:20]2[C:29]3[C:24](=[C:25]([F:30])[CH:26]=[CH:27][CH:28]=3)[NH:23][C:22](=[O:31])[CH:21]=2)[C:9]2[C:18]3[C:13](=[CH:14]C=CC=3)C=CN=2)[CH:5]=[CH:6][CH:7]=1.C1(C(Cl)=[O:36])CC1. Given the product [Cl:1][C:2]1[CH:3]=[C:4]([N:8]([CH2:19][C:20]2[C:29]3[C:24](=[C:25]([F:30])[CH:26]=[CH:27][CH:28]=3)[NH:23][C:22](=[O:31])[CH:21]=2)[C:9]([CH:18]2[CH2:13][CH2:14]2)=[O:36])[CH:5]=[CH:6][CH:7]=1, predict the reactants needed to synthesize it.